Dataset: Catalyst prediction with 721,799 reactions and 888 catalyst types from USPTO. Task: Predict which catalyst facilitates the given reaction. Reactant: [F:1][C:2]1[CH:3]=[C:4]2[C:9](=[CH:10][CH:11]=1)[N:8]=[C:7]([CH3:12])[CH:6]=[C:5]2[OH:13].Cl[C:15]1[C:24]2[C:19](=[CH:20][C:21]([O:27][CH3:28])=[C:22]([O:25][CH3:26])[CH:23]=2)[N:18]=[CH:17][CH:16]=1.O. Product: [CH3:26][O:25][C:22]1[CH:23]=[C:24]2[C:19](=[CH:20][C:21]=1[O:27][CH3:28])[N:18]=[CH:17][CH:16]=[C:15]2[O:13][C:5]1[C:4]2[C:9](=[CH:10][CH:11]=[C:2]([F:1])[CH:3]=2)[N:8]=[C:7]([CH3:12])[CH:6]=1. The catalyst class is: 420.